Dataset: Reaction yield outcomes from USPTO patents with 853,638 reactions. Task: Predict the reaction yield, written as a fraction of the theoretical maximum amount of product (1.0 means a 100% yield; for example, 0.34 means a 34% yield). (1) The reactants are [OH:1][NH:2][C:3]([C:5]1[CH:30]=[CH:29][C:8]2[NH:9][C:10]([C:12]3[CH:13]=[C:14]([C:19]4[CH:24]=[CH:23][C:22]([C:25](=[NH:28])[NH:26][OH:27])=[CH:21][CH:20]=4)[CH:15]=[CH:16][C:17]=3[OH:18])=[N:11][C:7]=2[CH:6]=1)=[NH:4].[C:31](C1C=CC(C2C=CC(OC)=C(C3NC4C=CC(C#N)=CC=4N=3)C=2)=CC=1)#N.C(C1C=CC(C2C=C(OC)C(O)=C(C3NC4C=CC(C#N)=CC=4N=3)C=2)=CC=1)#N. No catalyst specified. The product is [OH:1][NH:2][C:3]([C:5]1[CH:30]=[CH:29][C:8]2[NH:9][C:10]([C:12]3[CH:13]=[C:14]([C:19]4[CH:20]=[CH:21][C:22]([C:25](=[NH:28])[NH:26][OH:27])=[CH:23][CH:24]=4)[CH:15]=[CH:16][C:17]=3[O:18][CH3:31])=[N:11][C:7]=2[CH:6]=1)=[NH:4]. The yield is 0.950. (2) The reactants are [NH2:1][C:2]1[N:7]=[C:6]([NH:8][C@H:9]2[CH2:14][CH2:13][C@H:12]([OH:15])[CH2:11][CH2:10]2)[CH:5]=[C:4]([CH3:16])[N:3]=1.[Br:17]NC(=O)CCC(N)=O. The catalyst is C(Cl)(Cl)Cl. The product is [NH2:1][C:2]1[N:7]=[C:6]([NH:8][C@H:9]2[CH2:14][CH2:13][C@H:12]([OH:15])[CH2:11][CH2:10]2)[C:5]([Br:17])=[C:4]([CH3:16])[N:3]=1. The yield is 0.630. (3) The reactants are [F:1][C:2]1[CH:3]=[C:4]([C:28]2[C:29]([C:34]#[N:35])=[CH:30][CH:31]=[CH:32][CH:33]=2)[CH:5]=[CH:6][C:7]=1[CH2:8][C:9]1[C:14](=[O:15])[N:13]([C:16]2[CH:21]=[CH:20][C:19]([O:22]C)=[CH:18][CH:17]=2)[C:12]([CH3:24])=[N:11][C:10]=1[CH2:25][CH2:26][CH3:27].BrB(Br)Br.C(OCC)(=O)C.O. The catalyst is C(Cl)Cl. The product is [F:1][C:2]1[CH:3]=[C:4]([C:28]2[C:29]([C:34]#[N:35])=[CH:30][CH:31]=[CH:32][CH:33]=2)[CH:5]=[CH:6][C:7]=1[CH2:8][C:9]1[C:14](=[O:15])[N:13]([C:16]2[CH:21]=[CH:20][C:19]([OH:22])=[CH:18][CH:17]=2)[C:12]([CH3:24])=[N:11][C:10]=1[CH2:25][CH2:26][CH3:27]. The yield is 0.990. (4) The reactants are C(OC([N:8]1[CH2:13][CH2:12][N:11]([CH2:14][C:15]2[CH:20]=[C:19]([C:21]3[CH:26]=[CH:25][C:24]([OH:27])=[CH:23][C:22]=3[F:28])[N:18]=[C:17]3[N:29](C4CCCCO4)[N:30]=[C:31]([CH3:32])[C:16]=23)[CH:10]([C:39]2[CH:44]=[CH:43][CH:42]=[CH:41][CH:40]=2)[CH2:9]1)=O)(C)(C)C.Cl. The catalyst is O1CCOCC1. The product is [F:28][C:22]1[CH:23]=[C:24]([OH:27])[CH:25]=[CH:26][C:21]=1[C:19]1[N:18]=[C:17]2[NH:29][N:30]=[C:31]([CH3:32])[C:16]2=[C:15]([CH2:14][N:11]2[CH2:12][CH2:13][NH:8][CH2:9][CH:10]2[C:39]2[CH:40]=[CH:41][CH:42]=[CH:43][CH:44]=2)[CH:20]=1. The yield is 0.510. (5) The reactants are [H-].[Na+].[CH3:3][C:4]1[CH:9]=[CH:8][C:7]([CH:10]([OH:15])[C:11]([F:14])([F:13])[F:12])=[CH:6][CH:5]=1.[NH2:16][C:17]1[N:22]=[C:21](Cl)[CH:20]=[C:19]([Cl:24])[N:18]=1.O. The catalyst is C1COCC1.C(OCC)(=O)C. The product is [Cl:24][C:19]1[CH:20]=[C:21]([O:15][CH:10]([C:7]2[CH:8]=[CH:9][C:4]([CH3:3])=[CH:5][CH:6]=2)[C:11]([F:12])([F:13])[F:14])[N:22]=[C:17]([NH2:16])[N:18]=1. The yield is 0.660. (6) The catalyst is C(O)(=O)C. The yield is 0.950. The reactants are [CH3:1][C@@:2]12[C@@H:10]([OH:11])[CH2:9][CH2:8][C@H:7]1[C@@H:6]1[CH2:12][CH2:13][C:14]3[C@@H:20]([C@H:5]1[CH2:4][CH2:3]2)[CH2:19][CH2:18][C:16](=[O:17])[CH:15]=3. The product is [CH3:1][C@:2]12[CH2:3][CH2:4][C@H:5]3[C@@H:6]([CH2:12][CH2:13][C:14]4[C@@H:20]3[CH2:19][CH2:18][C:16](=[O:17])[CH:15]=4)[C@@H:7]1[CH2:8][CH2:9][C:10]2=[O:11]. (7) The reactants are [P:1]([OH:35])([OH:34])([O:3][CH2:4][N:5]1[C:9]2[CH:10]=[C:11]([NH:14][C:15]3[C:20]([CH3:21])=[CH:19][N:18]=[C:17]([NH:22][C:23]4[CH:28]=[C:27]([CH3:29])[C:26]([F:30])=[C:25]([O:31][CH3:32])[CH:24]=4)[N:16]=3)[CH:12]=[CH:13][C:8]=2[O:7][C:6]1=[O:33])=[O:2].[OH-].[Na+:37]. The catalyst is O. The product is [P:1]([O-:35])([O-:34])([O:3][CH2:4][N:5]1[C:9]2[CH:10]=[C:11]([NH:14][C:15]3[C:20]([CH3:21])=[CH:19][N:18]=[C:17]([NH:22][C:23]4[CH:28]=[C:27]([CH3:29])[C:26]([F:30])=[C:25]([O:31][CH3:32])[CH:24]=4)[N:16]=3)[CH:12]=[CH:13][C:8]=2[O:7][C:6]1=[O:33])=[O:2].[Na+:37].[Na+:37]. The yield is 0.890. (8) The reactants are [CH3:1][CH2:2][O:3][C:4]([C:6]1[N:7](C(OC(C)(C)C)=O)[C:8]2[C:13]([CH:14]=1)=[CH:12][C:11]([Cl:15])=[CH:10][C:9]=2[CH2:16]Br)=[O:5].[NH:25]1[CH2:30][CH2:29][O:28][CH2:27][CH2:26]1. The catalyst is C1COCC1. The product is [CH2:2]([O:3][C:4]([C:6]1[NH:7][C:8]2[C:13]([CH:14]=1)=[CH:12][C:11]([Cl:15])=[CH:10][C:9]=2[CH2:16][N:25]1[CH2:30][CH2:29][O:28][CH2:27][CH2:26]1)=[O:5])[CH3:1]. The yield is 0.620. (9) The reactants are [F:1][C:2]1[CH:7]=[CH:6][C:5]([C:8]2[N:9]=[C:10]([CH:13]3[CH2:18][CH2:17][NH:16][CH2:15][CH2:14]3)[NH:11][CH:12]=2)=[CH:4][C:3]=1[C:19]([F:22])([F:21])[F:20].[ClH:23]. The catalyst is CO. The product is [ClH:23].[F:1][C:2]1[CH:7]=[CH:6][C:5]([C:8]2[N:9]=[C:10]([CH:13]3[CH2:18][CH2:17][NH:16][CH2:15][CH2:14]3)[NH:11][CH:12]=2)=[CH:4][C:3]=1[C:19]([F:20])([F:21])[F:22]. The yield is 0.790.